Task: Predict which catalyst facilitates the given reaction.. Dataset: Catalyst prediction with 721,799 reactions and 888 catalyst types from USPTO (1) Reactant: [Cl:1][C:2]1[CH:7]=[C:6]([Cl:8])[CH:5]=[CH:4][C:3]=1[CH:9]1[CH:18]([C:19]([NH:21][O:22][CH2:23][C:24]2[N:29]=[C:28]3[CH2:30][O:31]C(C)(C)[O:33][C:27]3=[CH:26][CH:25]=2)=[O:20])[C:17]2[C:12](=[CH:13][CH:14]=[CH:15][CH:16]=2)[C:11](=[O:36])[N:10]1[CH:37]1[CH2:42][CH2:41][CH2:40][CH2:39][CH:38]1[NH:43][S:44]([CH3:47])(=[O:46])=[O:45].Cl.C(=O)([O-])O.[Na+]. Product: [Cl:1][C:2]1[CH:7]=[C:6]([Cl:8])[CH:5]=[CH:4][C:3]=1[CH:9]1[CH:18]([C:19]([NH:21][O:22][CH2:23][C:24]2[CH:25]=[CH:26][C:27]([OH:33])=[C:28]([CH2:30][OH:31])[N:29]=2)=[O:20])[C:17]2[C:12](=[CH:13][CH:14]=[CH:15][CH:16]=2)[C:11](=[O:36])[N:10]1[CH:37]1[CH2:42][CH2:41][CH2:40][CH2:39][CH:38]1[NH:43][S:44]([CH3:47])(=[O:45])=[O:46]. The catalyst class is: 1. (2) Reactant: Br[C:2]1[CH:3]=[C:4]([O:24][CH3:25])[CH:5]=[C:6]2[C:11]=1[N:10]=[C:9]([C:12]([OH:14])=O)[CH:8]=[C:7]2[O:15][CH2:16][O:17][CH2:18][CH2:19][Si:20]([CH3:23])([CH3:22])[CH3:21].[N:26]1([C:32]2[CH:37]=[CH:36][C:35]([NH-:38])=[CH:34][CH:33]=2)[CH2:31][CH2:30][O:29][CH2:28][CH2:27]1.[CH3:39][N:40]1[CH2:46][CH2:45][CH2:44][NH:43][CH2:42][CH2:41]1.C1C=CC(P(C2C(C3C(P(C4C=CC=CC=4)C4C=CC=CC=4)=CC=C4C=3C=CC=C4)=C3C(C=CC=C3)=CC=2)C2C=CC=CC=2)=CC=1.C(=O)([O-])[O-].[Cs+].[Cs+]. Product: [N:26]1([C:32]2[CH:33]=[CH:34][C:35]([NH:38][C:12]([C:9]3[CH:8]=[C:7]([O:15][CH2:16][O:17][CH2:18][CH2:19][Si:20]([CH3:23])([CH3:22])[CH3:21])[C:6]4[C:11](=[C:2]([N:43]5[CH2:44][CH2:45][CH2:46][N:40]([CH3:39])[CH2:41][CH2:42]5)[CH:3]=[C:4]([O:24][CH3:25])[CH:5]=4)[N:10]=3)=[O:14])=[CH:36][CH:37]=2)[CH2:27][CH2:28][O:29][CH2:30][CH2:31]1. The catalyst class is: 11. (3) Reactant: [CH2:1]([O:3][C:4](=[O:18])[C@@H:5]([NH:7][C:8]1[CH:17]=[CH:16][CH:15]=[C:14]2[C:9]=1[CH2:10][CH2:11][NH:12][CH2:13]2)[CH3:6])[CH3:2].C([O-])([O-])=O.[K+].[K+].Br[CH2:26][CH:27]1[CH2:29][CH2:28]1.O. Product: [CH2:1]([O:3][C:4](=[O:18])[C@@H:5]([NH:7][C:8]1[CH:17]=[CH:16][CH:15]=[C:14]2[C:9]=1[CH2:10][CH2:11][N:12]([CH2:26][CH:27]1[CH2:29][CH2:28]1)[CH2:13]2)[CH3:6])[CH3:2]. The catalyst class is: 3. (4) Reactant: C([O:5][C:6]([N:8]1[CH2:13][CH:12]=[C:11]([B:14]2[O:18][C:17]([CH3:20])([CH3:19])[C:16]([CH3:22])([CH3:21])[O:15]2)[CH2:10][CH2:9]1)=O)(C)(C)C.CC1(C)C(C)(C)OB(C2CC[NH:34]CC=2)O1.C(O)(C(F)(F)F)=O. Product: [CH3:21][C:16]1([CH3:22])[C:17]([CH3:20])([CH3:19])[O:18][B:14]([C:11]2[CH2:10][CH2:9][N:8]([C:6]([NH2:34])=[O:5])[CH2:13][CH:12]=2)[O:15]1. The catalyst class is: 2.